Regression. Given two drug SMILES strings and cell line genomic features, predict the synergy score measuring deviation from expected non-interaction effect. From a dataset of NCI-60 drug combinations with 297,098 pairs across 59 cell lines. (1) Drug 1: CC1OCC2C(O1)C(C(C(O2)OC3C4COC(=O)C4C(C5=CC6=C(C=C35)OCO6)C7=CC(=C(C(=C7)OC)O)OC)O)O. Drug 2: CC1=CC=C(C=C1)C2=CC(=NN2C3=CC=C(C=C3)S(=O)(=O)N)C(F)(F)F. Cell line: NCI-H522. Synergy scores: CSS=29.3, Synergy_ZIP=-8.79, Synergy_Bliss=-3.59, Synergy_Loewe=0.234, Synergy_HSA=0.791. (2) Drug 1: CC1C(C(CC(O1)OC2CC(CC3=C2C(=C4C(=C3O)C(=O)C5=C(C4=O)C(=CC=C5)OC)O)(C(=O)C)O)N)O.Cl. Drug 2: COC1=NC(=NC2=C1N=CN2C3C(C(C(O3)CO)O)O)N. Cell line: UO-31. Synergy scores: CSS=8.91, Synergy_ZIP=-3.12, Synergy_Bliss=-1.87, Synergy_Loewe=-34.2, Synergy_HSA=-0.586. (3) Drug 1: C1CN1P(=S)(N2CC2)N3CC3. Drug 2: C1=NC2=C(N=C(N=C2N1C3C(C(C(O3)CO)O)O)F)N. Cell line: NCI-H226. Synergy scores: CSS=11.7, Synergy_ZIP=-8.90, Synergy_Bliss=-7.40, Synergy_Loewe=-8.16, Synergy_HSA=-6.24. (4) Drug 1: C1=NNC2=C1C(=O)NC=N2. Drug 2: CC1=C(C(=O)C2=C(C1=O)N3CC4C(C3(C2COC(=O)N)OC)N4)N. Cell line: MCF7. Synergy scores: CSS=22.7, Synergy_ZIP=1.76, Synergy_Bliss=1.96, Synergy_Loewe=-12.6, Synergy_HSA=2.16. (5) Drug 1: COC1=C(C=C2C(=C1)N=CN=C2NC3=CC(=C(C=C3)F)Cl)OCCCN4CCOCC4. Drug 2: C1C(C(OC1N2C=C(C(=O)NC2=O)F)CO)O. Cell line: A498. Synergy scores: CSS=41.4, Synergy_ZIP=-3.51, Synergy_Bliss=-3.65, Synergy_Loewe=7.66, Synergy_HSA=8.73.